From a dataset of Reaction yield outcomes from USPTO patents with 853,638 reactions. Predict the reaction yield, written as a fraction of the theoretical maximum amount of product (1.0 means a 100% yield; for example, 0.34 means a 34% yield). (1) No catalyst specified. The yield is 0.147. The reactants are [OH:1][CH:2]1[CH2:6][CH2:5][C:4]([C:7]2[C:11]3[CH2:12][N:13]([C:16]([O:18]C(C)(C)C)=O)[CH2:14][CH2:15][C:10]=3[N:9](COCC[Si](C)(C)C)[N:8]=2)=[CH:3]1.Cl.O1CCOCC1.[Cl:38][C:39]1[CH:40]=[C:41]([NH:45]C(=O)OC2C=CC=CC=2)[CH:42]=[CH:43][CH:44]=1. The product is [Cl:38][C:39]1[CH:40]=[C:41]([NH:45][C:16]([N:13]2[CH2:14][CH2:15][C:10]3[NH:9][N:8]=[C:7]([C:4]4[CH2:5][CH2:6][CH:2]([OH:1])[CH:3]=4)[C:11]=3[CH2:12]2)=[O:18])[CH:42]=[CH:43][CH:44]=1. (2) The reactants are [CH3:1][C:2]1[CH:11]=[CH:10][C:5]([C:6]([O:8]C)=[O:7])=[CH:4][C:3]=1[NH:12][C:13]1[CH:14]=[C:15]2[C:19](=[CH:20][CH:21]=1)[C:18](=[O:22])[N:17]([C:23]1[CH:28]=[CH:27][CH:26]=[CH:25][CH:24]=1)[CH2:16]2.[OH-].[K+]. The catalyst is CCO.O. The product is [CH3:1][C:2]1[CH:11]=[CH:10][C:5]([C:6]([OH:8])=[O:7])=[CH:4][C:3]=1[NH:12][C:13]1[CH:14]=[C:15]2[C:19](=[CH:20][CH:21]=1)[C:18](=[O:22])[N:17]([C:23]1[CH:28]=[CH:27][CH:26]=[CH:25][CH:24]=1)[CH2:16]2. The yield is 1.00. (3) The reactants are [CH:1]1([C@@H:4]2[CH2:9][CH2:8][NH:7][CH2:6][C@H:5]2[NH:10][P:11](=[O:18])([O:15][CH2:16][CH3:17])[O:12][CH2:13][CH3:14])[CH2:3][CH2:2]1.[CH:19](=O)[C:20]1[CH:25]=[CH:24][CH:23]=[CH:22][CH:21]=1.C(O)(=O)C.[BH3-]C#N.[Na+]. The catalyst is CO. The product is [CH2:19]([N:7]1[CH2:8][CH2:9][C@@H:4]([CH:1]2[CH2:2][CH2:3]2)[C@H:5]([NH:10][P:11](=[O:18])([O:12][CH2:13][CH3:14])[O:15][CH2:16][CH3:17])[CH2:6]1)[C:20]1[CH:25]=[CH:24][CH:23]=[CH:22][CH:21]=1. The yield is 1.00. (4) The catalyst is C(Cl)Cl. The reactants are [S:1]1[C:5]2[CH:6]=[CH:7][CH:8]=[CH:9][C:4]=2[N:3]=[C:2]1[O:10][C:11]1[CH:12]=[CH:13][C:14]2[O:18][C:17]([CH2:19]O)=[CH:16][C:15]=2[CH:21]=1.CCN(C(C)C)C(C)C.S(Cl)([Cl:33])=O. The yield is 1.00. The product is [Cl:33][CH2:19][C:17]1[O:18][C:14]2[CH:13]=[CH:12][C:11]([O:10][C:2]3[S:1][C:5]4[CH:6]=[CH:7][CH:8]=[CH:9][C:4]=4[N:3]=3)=[CH:21][C:15]=2[CH:16]=1. (5) The reactants are [Cl:1][C:2]1[CH:14]=[CH:13][C:5]2[S:6][CH:7]=[C:8]([CH2:9][C:10]([OH:12])=O)[C:4]=2[CH:3]=1.C(Cl)(=O)[C:16]([Cl:18])=O.[N+](=C)=[N-].Cl. No catalyst specified. The product is [Cl:18][CH2:16][C:10](=[O:12])[CH2:9][C:8]1[C:4]2[CH:3]=[C:2]([Cl:1])[CH:14]=[CH:13][C:5]=2[S:6][CH:7]=1. The yield is 0.970. (6) The reactants are [CH3:1][N:2]1[CH:7]2[CH2:8][CH2:9][CH2:10][CH:3]1[CH2:4][C:5](=O)[CH2:6]2.[NH2:12]O.Cl.CCO. The catalyst is O. The product is [CH3:1][N:2]1[CH:7]2[CH2:8][CH2:9][CH2:10][CH:3]1[CH2:4][CH:5]([NH2:12])[CH2:6]2. The yield is 0.940.